Dataset: Full USPTO retrosynthesis dataset with 1.9M reactions from patents (1976-2016). Task: Predict the reactants needed to synthesize the given product. (1) Given the product [F:14][C:2]([F:1])([F:15])[C:3]1[CH:13]=[CH:12][CH:11]=[CH:10][C:4]=1[O:5][CH2:6][C:7]([N:22]1[CH2:27][CH2:26][C:25]2([C:35]3[C:30](=[CH:31][CH:32]=[CH:33][CH:34]=3)[NH:29][C:28]2=[O:36])[CH2:24][CH2:23]1)=[O:9], predict the reactants needed to synthesize it. The reactants are: [F:1][C:2]([F:15])([F:14])[C:3]1[CH:13]=[CH:12][CH:11]=[CH:10][C:4]=1[O:5][CH2:6][C:7]([OH:9])=O.C(Cl)(=O)C(Cl)=O.[NH:22]1[CH2:27][CH2:26][C:25]2([C:35]3[C:30](=[CH:31][CH:32]=[CH:33][CH:34]=3)[NH:29][C:28]2=[O:36])[CH2:24][CH2:23]1.C(N(CC)CC)C. (2) Given the product [F:17][C:14]([F:15])([F:16])[C:13]([C:18]1[CH:23]=[CH:22][C:21]([F:24])=[CH:20][CH:19]=1)=[CH:12][C:11]([OH:25])=[O:10], predict the reactants needed to synthesize it. The reactants are: S(=O)(=O)(O)O.C([O:10][C:11](=[O:25])[CH:12]=[C:13]([C:18]1[CH:23]=[CH:22][C:21]([F:24])=[CH:20][CH:19]=1)[C:14]([F:17])([F:16])[F:15])(C)(C)C.[OH-].[Na+].